Dataset: Catalyst prediction with 721,799 reactions and 888 catalyst types from USPTO. Task: Predict which catalyst facilitates the given reaction. Reactant: F[C:2]1[C:9]([C:10]([F:13])([F:12])[F:11])=[CH:8][CH:7]=[CH:6][C:3]=1[CH:4]=O.CCN(CC)CC.[SH:21][CH2:22][C:23]([O:25][CH2:26][CH3:27])=[O:24]. Product: [CH2:26]([O:25][C:23]([C:22]1[S:21][C:2]2[C:9]([C:10]([F:13])([F:12])[F:11])=[CH:8][CH:7]=[CH:6][C:3]=2[CH:4]=1)=[O:24])[CH3:27]. The catalyst class is: 16.